Dataset: Full USPTO retrosynthesis dataset with 1.9M reactions from patents (1976-2016). Task: Predict the reactants needed to synthesize the given product. Given the product [C:24]1([CH3:37])[CH:29]=[C:28]([CH3:30])[CH:27]=[C:26]([CH3:31])[C:25]=1[S:32]([O-:35])(=[O:34])=[O:33].[NH2:22][N+:5]1[C:6]([CH3:11])=[CH:7][C:8]([CH3:10])=[N:9][C:4]=1[CH3:3], predict the reactants needed to synthesize it. The reactants are: O.O.[CH3:3][C:4]1[N:9]=[C:8]([CH3:10])[CH:7]=[C:6]([CH3:11])[N:5]=1.C(CC(=O)C)(=O)C.Cl.C(N)(=[NH:22])C.[C:24]1([CH3:37])[CH:29]=[C:28]([CH3:30])[CH:27]=[C:26]([CH3:31])[C:25]=1[S:32]([O:35]N)(=[O:34])=[O:33].